From a dataset of Full USPTO retrosynthesis dataset with 1.9M reactions from patents (1976-2016). Predict the reactants needed to synthesize the given product. (1) The reactants are: [CH2:1]([N:4]([C:12]([O:14][CH2:15][C:16]1[CH:21]=[CH:20][CH:19]=[CH:18][CH:17]=1)=[O:13])[CH2:5][CH2:6][C:7]([O:9]CC)=[O:8])[CH:2]=[CH2:3].O[Li].O. Given the product [CH2:1]([N:4]([C:12]([O:14][CH2:15][C:16]1[CH:17]=[CH:18][CH:19]=[CH:20][CH:21]=1)=[O:13])[CH2:5][CH2:6][C:7]([OH:9])=[O:8])[CH:2]=[CH2:3], predict the reactants needed to synthesize it. (2) Given the product [CH:1]1([C:6]2[N:7]=[CH:8][NH:9][C:10]=2[N+:11]([O-:13])=[O:12])[CH2:5][CH2:4][CH2:3][CH2:2]1, predict the reactants needed to synthesize it. The reactants are: [CH:1]1([C:6]2[N:7]=[CH:8][NH:9][CH:10]=2)[CH2:5][CH2:4][CH2:3][CH2:2]1.[N+:11]([O-])([OH:13])=[O:12].[OH-].[Na+]. (3) Given the product [CH3:13][N:14]1[CH2:19][CH2:18][N:17]([CH2:20][CH2:21][CH2:22][O:23][C:2]2[CH:7]=[CH:6][C:5]([N+:8]([O-:10])=[O:9])=[C:4]([O:11][CH3:12])[CH:3]=2)[CH2:16][CH2:15]1, predict the reactants needed to synthesize it. The reactants are: F[C:2]1[CH:7]=[CH:6][C:5]([N+:8]([O-:10])=[O:9])=[C:4]([O:11][CH3:12])[CH:3]=1.[CH3:13][N:14]1[CH2:19][CH2:18][N:17]([CH2:20][CH2:21][CH2:22][OH:23])[CH2:16][CH2:15]1.[H-].[Na+]. (4) Given the product [OH:26][C@@H:25]([CH2:27][N:29]([CH3:30])[CH3:28])[CH2:24][O:23][C:17]1[CH:16]=[C:15]2[C:20]([C:11]([O:10][C:6]3[CH:5]=[C:4]4[C:9](=[CH:8][CH:7]=3)[NH:1][CH:2]=[CH:3]4)=[N:12][CH:13]=[N:14]2)=[CH:19][C:18]=1[O:21][CH3:22], predict the reactants needed to synthesize it. The reactants are: [NH:1]1[C:9]2[C:4](=[CH:5][C:6]([O:10][C:11]3[C:20]4[C:15](=[CH:16][C:17]([O:23][CH2:24][C@@H:25]5[CH2:27][O:26]5)=[C:18]([O:21][CH3:22])[CH:19]=4)[N:14]=[CH:13][N:12]=3)=[CH:7][CH:8]=2)[CH:3]=[CH:2]1.[CH3:28][NH:29][CH3:30]. (5) Given the product [C:1]([O:5][C:6](=[O:7])[NH:8][C@H:9]1[CH2:10][CH2:11][C@H:12]([S:15][CH3:16])[CH2:13][CH2:14]1)([CH3:4])([CH3:3])[CH3:2], predict the reactants needed to synthesize it. The reactants are: [C:1]([O:5][C:6]([NH:8][C@H:9]1[CH2:14][CH2:13][C@H:12]([S:15][C:16](=O)C)[CH2:11][CH2:10]1)=[O:7])([CH3:4])([CH3:3])[CH3:2].C[O-].[Na+].CI.